This data is from Cav3 T-type calcium channel HTS with 100,875 compounds. The task is: Binary Classification. Given a drug SMILES string, predict its activity (active/inactive) in a high-throughput screening assay against a specified biological target. (1) The molecule is S1(=O)(=O)N(CC(O)Cn2c3c(cc2)cccc3)C(=O)c2c1cccc2. The result is 0 (inactive). (2) The compound is S(=O)(=O)(n1nc(cc1C)C)c1c2nc(ccc2ccc1)C. The result is 0 (inactive). (3) The drug is Brc1cc(S(=O)(=O)N2CCCCC2)ccc1OC. The result is 0 (inactive). (4) The drug is O=c1n2c(nc3n(Cc4ccncc4)c(=N)c(cc13)C(=O)NCCCC)c(ccc2)C. The result is 0 (inactive). (5) The drug is s1c(COCC(O)CN2CCCCCC2)ccc1. The result is 0 (inactive). (6) The molecule is FC(F)(F)C1(O)C2=C(N(C1=O)Cc1ccccc1)CC(CC2=O)(C)C. The result is 0 (inactive). (7) The drug is O=C1N(C(N2C1CCC2)c1cc(OC)c(OC)c(OC)c1)c1ccc(OC)cc1. The result is 0 (inactive).